From a dataset of Full USPTO retrosynthesis dataset with 1.9M reactions from patents (1976-2016). Predict the reactants needed to synthesize the given product. (1) The reactants are: S(Cl)(Cl)=O.[CH3:5][N:6]1[C:15](=[O:16])[C:14]2[N:13]=[CH:12][CH:11]=[CH:10][C:9]=2[CH:8]=[C:7]1[C:17]([OH:19])=O.[CH3:20][N:21]1[C:25]([NH2:26])=[N:24][N:23]=[N:22]1. Given the product [CH3:5][N:6]1[C:15](=[O:16])[C:14]2[N:13]=[CH:12][CH:11]=[CH:10][C:9]=2[CH:8]=[C:7]1[C:17]([NH:26][C:25]1[N:21]([CH3:20])[N:22]=[N:23][N:24]=1)=[O:19], predict the reactants needed to synthesize it. (2) Given the product [S:1]1[CH:5]=[C:4]([C:6]2[N:7]=[CH:8][N:9]3[CH:13]=[C:12]([Sn:18]([CH2:19][CH2:20][CH2:21][CH3:22])([CH2:23][CH2:24][CH2:25][CH3:26])[CH2:14][CH2:15][CH2:16][CH3:17])[S:11][C:10]=23)[N:3]=[CH:2]1, predict the reactants needed to synthesize it. The reactants are: [S:1]1[CH:5]=[C:4]([C:6]2[N:7]=[CH:8][N:9]3[CH:13]=[CH:12][S:11][C:10]=23)[N:3]=[CH:2]1.[CH2:14]([Sn:18](Cl)([CH2:23][CH2:24][CH2:25][CH3:26])[CH2:19][CH2:20][CH2:21][CH3:22])[CH2:15][CH2:16][CH3:17].C[Si]([N-][Si](C)(C)C)(C)C.[Li+].C1COCC1.[Cl-].[Na+]. (3) Given the product [C:15]([CH2:2][C:3]1[CH:12]=[CH:11][C:10]2[C:5](=[CH:6][CH:7]=[C:8]([O:13][CH3:14])[CH:9]=2)[CH:4]=1)#[N:16], predict the reactants needed to synthesize it. The reactants are: Br[CH2:2][C:3]1[CH:12]=[CH:11][C:10]2[C:5](=[CH:6][CH:7]=[C:8]([O:13][CH3:14])[CH:9]=2)[CH:4]=1.[C-:15]#[N:16].[Na+]. (4) Given the product [Zn+2:39].[CH2:1]([O:3][CH:4]([CH2:8][C:9]1[CH:10]=[CH:11][C:12]([O:15][CH2:16][CH2:17][N:18]2[C:22]([C:23]3[CH:24]=[CH:25][C:26]([S:29][CH3:30])=[CH:27][CH:28]=3)=[CH:21][CH:20]=[C:19]2[CH3:31])=[CH:13][CH:14]=1)[C:5]([O-:7])=[O:6])[CH3:2].[CH2:1]([O:3][CH:4]([CH2:8][C:9]1[CH:10]=[CH:11][C:12]([O:15][CH2:16][CH2:17][N:18]2[C:22]([C:23]3[CH:24]=[CH:25][C:26]([S:29][CH3:30])=[CH:27][CH:28]=3)=[CH:21][CH:20]=[C:19]2[CH3:31])=[CH:13][CH:14]=1)[C:5]([O-:7])=[O:6])[CH3:2], predict the reactants needed to synthesize it. The reactants are: [CH2:1]([O:3][CH:4]([CH2:8][C:9]1[CH:14]=[CH:13][C:12]([O:15][CH2:16][CH2:17][N:18]2[C:22]([C:23]3[CH:28]=[CH:27][C:26]([S:29][CH3:30])=[CH:25][CH:24]=3)=[CH:21][CH:20]=[C:19]2[CH3:31])=[CH:11][CH:10]=1)[C:5]([OH:7])=[O:6])[CH3:2].Cl.[OH-].[Na+].C([O-])(=O)C.[Zn+2:39].C([O-])(=O)C. (5) Given the product [CH:1]1([C:6]2([CH2:14][CH2:15][C:16]3[CH:21]=[CH:20][C:19]([C:22]([CH3:25])([CH3:26])[C:23]#[N:24])=[C:18]([F:27])[CH:17]=3)[CH2:11][C:10]([O:12][CH3:28])=[CH:9][C:8](=[O:13])[O:7]2)[CH2:5][CH2:4][CH2:3][CH2:2]1, predict the reactants needed to synthesize it. The reactants are: [CH:1]1([C:6]2([CH2:14][CH2:15][C:16]3[CH:21]=[CH:20][C:19]([C:22]([CH3:26])([CH3:25])[C:23]#[N:24])=[C:18]([F:27])[CH:17]=3)[CH2:11][C:10](=[O:12])[CH2:9][C:8](=[O:13])[O:7]2)[CH2:5][CH2:4][CH2:3][CH2:2]1.[CH2:28]1CCN2C(=NCCC2)CC1. (6) Given the product [N:1]1([O:10][C:11]2[C:12]3[N:13]=[CH:14][N:15]([C:38]=3[N:39]=[CH:40][N:41]=2)[C@@H:16]2[O:37][C@H:27]([CH2:28][O:29][Si:30]([C:33]([CH3:34])([CH3:35])[CH3:36])([CH3:31])[CH3:32])[C@@H:18]([O:19][Si:20]([C:23]([CH3:25])([CH3:26])[CH3:24])([CH3:22])[CH3:21])[C@H:17]2[O:49][Si:42]([C:45]([CH3:48])([CH3:47])[CH3:46])([CH3:44])[CH3:43])[C:5]2[CH:6]=[CH:7][CH:8]=[CH:9][C:4]=2[N:3]=[N:2]1, predict the reactants needed to synthesize it. The reactants are: [N:1]1([O:10][C:11]2[C:12]3[N:13]=[CH:14][N:15]([C:38]=3[N:39]=[CH:40][N:41]=2)[C@@H:16]2[O:37][C@H:27]([CH2:28][O:29][Si:30]([C:33]([CH3:36])([CH3:35])[CH3:34])([CH3:32])[CH3:31])[C@@H:18]([O:19][Si:20]([C:23]([CH3:26])([CH3:25])[CH3:24])([CH3:22])[CH3:21])[CH2:17]2)[C:5]2[CH:6]=[CH:7][CH:8]=[CH:9][C:4]=2[N:3]=[N:2]1.[Si:42]([O:49][C@@H]1[C@H]([O:49][Si:42]([C:45]([CH3:48])([CH3:47])[CH3:46])([CH3:44])[CH3:43])[C@@H](C[O:49][Si:42]([C:45]([CH3:48])([CH3:47])[CH3:46])([CH3:44])[CH3:43])O[C@H]1N1C2N=CN=C(O)C=2N=C1)([C:45]([CH3:48])([CH3:47])[CH3:46])([CH3:44])[CH3:43].F[P-](F)(F)(F)(F)F.N1(O[P+](N(C)C)(N(C)C)N(C)C)C2C=CC=CC=2N=N1.CCN(C(C)C)C(C)C. (7) Given the product [F:34][C:22]([F:21])([S:30]([O-:33])(=[O:32])=[O:31])[CH2:23][O:24][C:25](=[O:29])[C:26]([CH3:28])=[CH2:27].[C:2]1([S+:8]2[C:9]3[CH:20]=[CH:19][CH:18]=[CH:17][C:10]=3[C:11]3[CH:16]=[CH:15][CH:14]=[CH:13][C:12]2=3)[CH:7]=[CH:6][CH:5]=[CH:4][CH:3]=1, predict the reactants needed to synthesize it. The reactants are: [Br-].[C:2]1([S+:8]2[C:12]3[CH:13]=[CH:14][CH:15]=[CH:16][C:11]=3[C:10]3[CH:17]=[CH:18][CH:19]=[CH:20][C:9]2=3)[CH:7]=[CH:6][CH:5]=[CH:4][CH:3]=1.[F:21][C:22]([F:34])([S:30]([O-:33])(=[O:32])=[O:31])[CH2:23][O:24][C:25](=[O:29])[C:26]([CH3:28])=[CH2:27].C([NH+](CC)CC)C.ClCCl. (8) Given the product [F:59][C:57]1[CH:56]=[C:55]([F:60])[CH:54]=[C:53]2[C:58]=1[C:49]([N:47]([C:43]1[CH:44]=[N:45][CH:46]=[C:41]([N:38]3[CH2:39][CH2:40][O:35][CH2:36][CH2:37]3)[CH:42]=1)[C:76](=[O:77])[C:75]([F:86])([F:85])[F:74])=[C:50]([CH3:67])[C:51]([C:61]1[CH:62]=[N:63][CH:64]=[CH:65][CH:66]=1)=[N:52]2, predict the reactants needed to synthesize it. The reactants are: C1(P(C2CCCCC2)C2C=CC=CC=2C2C(C(C)C)=CC(C(C)C)=CC=2C(C)C)CCCCC1.[O:35]1[CH2:40][CH2:39][N:38]([C:41]2[CH:42]=[C:43]([NH2:47])[CH:44]=[N:45][CH:46]=2)[CH2:37][CH2:36]1.Cl[C:49]1[C:58]2[C:53](=[CH:54][C:55]([F:60])=[CH:56][C:57]=2[F:59])[N:52]=[C:51]([C:61]2[CH:62]=[N:63][CH:64]=[CH:65][CH:66]=2)[C:50]=1[CH3:67].CC(C)([O-])C.[Na+].[F:74][C:75]([F:86])([F:85])[C:76](O[C:76](=[O:77])[C:75]([F:86])([F:85])[F:74])=[O:77]. (9) Given the product [CH3:1][O:2][C:3]1[CH:4]=[CH:5][C:6]2[NH:12][C:11](=[O:13])[N:10]([CH:14]3[CH2:19][CH2:18][N:17]([C:22]4[N:27]=[CH:26][N:25]=[C:24]([O:28][C:29]5[CH:38]=[CH:37][C:32]6[NH:33][C:34](=[O:36])[O:35][C:31]=6[CH:30]=5)[CH:23]=4)[CH2:16][CH2:15]3)[CH2:9][CH2:8][C:7]=2[CH:20]=1, predict the reactants needed to synthesize it. The reactants are: [CH3:1][O:2][C:3]1[CH:4]=[CH:5][C:6]2[NH:12][C:11](=[O:13])[N:10]([CH:14]3[CH2:19][CH2:18][NH:17][CH2:16][CH2:15]3)[CH2:9][CH2:8][C:7]=2[CH:20]=1.Cl[C:22]1[N:27]=[CH:26][N:25]=[C:24]([O:28][C:29]2[CH:38]=[CH:37][C:32]3[NH:33][C:34](=[O:36])[O:35][C:31]=3[CH:30]=2)[CH:23]=1.CCN(C(C)C)C(C)C. (10) Given the product [NH2:2][C:67](=[O:69])[CH2:66][C:61]1[CH:62]=[CH:63][CH:64]=[CH:65][C:60]=1[CH2:59][CH2:58][C:56]1[C:55]([C:70]([F:73])([F:72])[F:71])=[CH:54][N:53]=[C:52]([NH:51][C:48]2[CH:49]=[CH:50][C:45]([CH:42]3[CH2:41][CH2:40][N:39]([C:37]([O:36][C:32]([CH3:34])([CH3:33])[CH3:35])=[O:38])[CH2:44][CH2:43]3)=[CH:46][CH:47]=2)[N:57]=1, predict the reactants needed to synthesize it. The reactants are: O[N:2]1C2C=CC=CC=2N=N1.CCN=C=NCCCN(C)C.Cl.C(N(CC)C(C)C)(C)C.[C:32]([O:36][C:37]([N:39]1[CH2:44][CH2:43][CH:42]([C:45]2[CH:50]=[CH:49][C:48]([NH:51][C:52]3[N:57]=[C:56]([CH2:58][CH2:59][C:60]4[CH:65]=[CH:64][CH:63]=[CH:62][C:61]=4[CH2:66][C:67]([O-:69])=O)[C:55]([C:70]([F:73])([F:72])[F:71])=[CH:54][N:53]=3)=[CH:47][CH:46]=2)[CH2:41][CH2:40]1)=[O:38])([CH3:35])([CH3:34])[CH3:33].[Li+].C(=O)([O-])[O-].[NH4+].[NH4+].